This data is from Peptide-MHC class II binding affinity with 134,281 pairs from IEDB. The task is: Regression. Given a peptide amino acid sequence and an MHC pseudo amino acid sequence, predict their binding affinity value. This is MHC class II binding data. The peptide sequence is VSTFSSGLVWGQKYF. The MHC is HLA-DQA10501-DQB10301 with pseudo-sequence HLA-DQA10501-DQB10301. The binding affinity (normalized) is 0.863.